The task is: Binary Classification. Given a miRNA mature sequence and a target amino acid sequence, predict their likelihood of interaction.. This data is from Experimentally validated miRNA-target interactions with 360,000+ pairs, plus equal number of negative samples. The miRNA is hsa-miR-6884-5p with sequence AGAGGCUGAGAAGGUGAUGUUG. The protein sequence of the target gene is MMDSPFLELWQSKAVSIREQLGLGDRPNDSYCYNSAKNSTVLQGVTFGGIPTVLLIDVSCFLFLILVFSIIRRRFWDYGRIALVSEADSESRFQRLSSTSSSGQQDFENELGCCPWLTAIFRLHDDQILEWCGEDAIHYLSFQRHIIFLLVVVSFLSLCVILPVNLSGDLLDKDPYSFGRTTIANLQTDNDLLWLHTIFAVIYLFLTVGFMRHHTQSIKYKEENLVRRTLFITGLPRDARKETVESHFRDAYPTCEVVDVQLCYNVAKLIYLCKEKKKTEKSLTYYTNLQVKTGQRTLIN.... Result: 0 (no interaction).